Dataset: Forward reaction prediction with 1.9M reactions from USPTO patents (1976-2016). Task: Predict the product of the given reaction. (1) Given the reactants [CH3:1][C:2]1[C:10]([O:11][C@@H:12]2[CH2:17][CH2:16][CH2:15][C@H:14]([NH2:18])[CH2:13]2)=[CH:9][CH:8]=[C:7]2[C:3]=1[CH:4]=[N:5][NH:6]2.[O:19]1[CH:24]=[CH:23][CH2:22][CH2:21][CH2:20]1.C1(C)C=CC(S([O-])(=O)=O)=CC=1.[NH+]1C=CC=CC=1.O.C1(C)C=CC(S(O)(=O)=O)=CC=1.[OH-].[Na+], predict the reaction product. The product is: [CH3:1][C:2]1[C:10]([O:11][C@@H:12]2[CH2:17][CH2:16][CH2:15][C@H:14]([NH2:18])[CH2:13]2)=[CH:9][CH:8]=[C:7]2[C:3]=1[CH:4]=[N:5][N:6]2[CH:20]1[CH2:21][CH2:22][CH2:23][CH2:24][O:19]1. (2) Given the reactants [NH:1]1[C:9]2[C:4](=[CH:5][CH:6]=[CH:7][CH:8]=2)[C:3]([CH:10]2[C:15](=[O:16])[CH2:14][C:13]([CH3:18])([CH3:17])[CH2:12][C:11]2=O)=[CH:2]1.[NH2:20][C:21]1C=CC(OC)=CC=1C(O)=O.[C:32](O)(=[O:40])C1C(=CC=CC=1)N, predict the reaction product. The product is: [CH3:32][O:40][C:6]1[CH:7]=[CH:8][C:9]2[NH:1][C:2]3[CH:21]=[N:20][C:11]4[CH2:12][C:13]([CH3:17])([CH3:18])[CH2:14][C:15](=[O:16])[C:10]=4[C:3]=3[C:4]=2[CH:5]=1. (3) The product is: [O:20]1[C:19]2[CH:23]=[CH:24][C:16]([C:14]([CH:11]3[CH2:10][CH2:9][NH:8][CH2:13][CH2:12]3)=[O:15])=[CH:17][C:18]=2[O:22][CH2:21]1. Given the reactants C(OC([N:8]1[CH2:13][CH2:12][CH:11]([C:14]([C:16]2[CH:24]=[CH:23][C:19]3[O:20][CH2:21][O:22][C:18]=3[CH:17]=2)=[O:15])[CH2:10][CH2:9]1)=O)(C)(C)C.C(O)(C(F)(F)F)=O, predict the reaction product. (4) Given the reactants [O:1]=[C:2]1[C:10]2[C:5](=[CH:6][C:7]([CH:11]=O)=[CH:8][CH:9]=2)[CH2:4][O:3]1.Cl.[NH2:14][OH:15].[OH-].[Na+], predict the reaction product. The product is: [O:1]=[C:2]1[C:10]2[C:5](=[CH:6][C:7]([CH:11]=[N:14][OH:15])=[CH:8][CH:9]=2)[CH2:4][O:3]1. (5) Given the reactants N#N.CC(C)([O-])C.[K+].[CH:9]1[C:25]2[CH2:24][C@H:23]3[N:26]([CH2:28][CH2:29][C@@:15]45[C@H:22]3[CH:21]=[CH:20][C@H:18]([OH:19])[C@@H:16]4[O:17][C:13]([C:14]=25)=[C:11]([OH:12])[CH:10]=1)[CH3:27].CO.[NH4+].[OH-], predict the reaction product. The product is: [CH3:27][N:26]1[C@@H:23]2[CH2:24][C:25]3=[CH:9][CH:10]=[C:11]([OH:12])[C:13]4[O:17][C@H:16]5[C:18]([CH2:20][CH2:21][C@@H:22]2[C@:15]5([C:14]=43)[CH2:29][CH2:28]1)=[O:19]. (6) Given the reactants BrC[C:3]1[CH:8]=[CH:7][C:6]([CH:9]([CH2:11][CH2:12][CH2:13][CH2:14][CH2:15][CH2:16][CH2:17][CH2:18][CH2:19][CH2:20][CH3:21])C)=[CH:5][CH:4]=1.[C:22]([O-:25])(=O)[CH3:23].[Na+].C(O)(=O)C.[OH-].[K+], predict the reaction product. The product is: [OH:25][CH2:22][C:23]1[CH:7]=[CH:8][CH:3]=[CH:4][C:5]=1[CH2:6][CH2:9][CH2:11][CH2:12][CH2:13][CH2:14][CH2:15][CH2:16][CH2:17][CH2:18][CH2:19][CH2:20][CH3:21]. (7) Given the reactants [F:1][C:2]1[CH:3]=[C:4]2[C:8](=[CH:9][CH:10]=1)[NH:7][C:6](=[O:11])[C:5]2=O.[O:13]1[CH2:18][CH2:17][N:16]([CH2:19][C:20]2[CH:25]=[CH:24][C:23]([C:26](=O)[CH3:27])=[CH:22][CH:21]=2)[CH2:15][CH2:14]1.[OH-:29].[K+].Cl, predict the reaction product. The product is: [F:1][C:2]1[CH:3]=[C:4]2[C:8](=[CH:9][CH:10]=1)[N:7]=[C:26]([C:23]1[CH:22]=[CH:21][C:20]([CH2:19][N:16]3[CH2:17][CH2:18][O:13][CH2:14][CH2:15]3)=[CH:25][CH:24]=1)[CH:27]=[C:5]2[C:6]([OH:11])=[O:29]. (8) Given the reactants [F:1][C:2]([F:19])([F:18])[C:3]1[CH:4]=[C:5]([CH:15]=[CH:16][CH:17]=1)[CH2:6][O:7][N:8]=[C:9]1[CH2:14][CH2:13][NH:12][CH2:11][CH2:10]1.C(N(CC)CC)C.[Cl:27][C:28]1[N:33]=[CH:32][C:31]([S:34](Cl)(=[O:36])=[O:35])=[CH:30][CH:29]=1.C([O-])(O)=O.[Na+], predict the reaction product. The product is: [F:19][C:2]([F:1])([F:18])[C:3]1[CH:4]=[C:5]([CH:15]=[CH:16][CH:17]=1)[CH2:6][O:7][N:8]=[C:9]1[CH2:14][CH2:13][N:12]([S:34]([C:31]2[CH:32]=[N:33][C:28]([Cl:27])=[CH:29][CH:30]=2)(=[O:36])=[O:35])[CH2:11][CH2:10]1.